From a dataset of Peptide-MHC class II binding affinity with 134,281 pairs from IEDB. Regression. Given a peptide amino acid sequence and an MHC pseudo amino acid sequence, predict their binding affinity value. This is MHC class II binding data. (1) The peptide sequence is RDKEAGVALRATFIVDPDNT. The MHC is DRB1_0101 with pseudo-sequence DRB1_0101. The binding affinity (normalized) is 0.872. (2) The peptide sequence is IPKGDFLTGPLNFTG. The MHC is DRB1_1001 with pseudo-sequence DRB1_1001. The binding affinity (normalized) is 0.817. (3) The peptide sequence is EWEFVNTPPLVKLWY. The MHC is DRB1_0401 with pseudo-sequence DRB1_0401. The binding affinity (normalized) is 0.654. (4) The peptide sequence is KILEPGPGPGFRKYT. The MHC is DRB1_0101 with pseudo-sequence DRB1_0101. The binding affinity (normalized) is 0. (5) The peptide sequence is DKLKQQRDTLSTQKET. The MHC is DRB1_0101 with pseudo-sequence DRB1_0101. The binding affinity (normalized) is 0.384. (6) The peptide sequence is TLTPMMSSKFPELGM. The MHC is DRB1_0901 with pseudo-sequence DRB1_0901. The binding affinity (normalized) is 0.505. (7) The peptide sequence is GWYLVAATAAAATLR. The MHC is DRB1_1501 with pseudo-sequence DRB1_1501. The binding affinity (normalized) is 0.521. (8) The peptide sequence is SLGVGADQGCAINFG. The MHC is DRB1_0404 with pseudo-sequence DRB1_0404. The binding affinity (normalized) is 0.336. (9) The peptide sequence is ATTANVPPADKYKTF. The MHC is HLA-DPA10201-DPB10101 with pseudo-sequence HLA-DPA10201-DPB10101. The binding affinity (normalized) is 0. (10) The peptide sequence is VIPAGELQVIEKVDAAFKVA. The MHC is HLA-DQA10401-DQB10402 with pseudo-sequence HLA-DQA10401-DQB10402. The binding affinity (normalized) is 0.274.